Dataset: Full USPTO retrosynthesis dataset with 1.9M reactions from patents (1976-2016). Task: Predict the reactants needed to synthesize the given product. (1) Given the product [C:51]([O:55][C:56]([N:58]1[CH2:62][CH:61]([O:63][CH2:64][C:65]2[CH:70]=[CH:69][C:68]([F:71])=[CH:67][CH:66]=2)[CH:60]2[N:72]([C:75](=[O:82])[CH:76]([NH:81][C:14](=[O:16])[CH:12]([N:11]([C:1]([O:3][CH2:4][C:5]3[CH:6]=[CH:7][CH:8]=[CH:9][CH:10]=3)=[O:2])[CH3:17])[CH3:13])[C:77]([CH3:80])([CH3:79])[CH3:78])[CH2:73][CH2:74][CH:59]12)=[O:57])([CH3:54])([CH3:52])[CH3:53], predict the reactants needed to synthesize it. The reactants are: [C:1]([N:11]([CH3:17])[C@H:12]([C:14]([OH:16])=O)[CH3:13])([O:3][CH2:4][C:5]1[CH:10]=[CH:9][CH:8]=[CH:7][CH:6]=1)=[O:2].CN(C(ON1N=NC2C=CC=NC1=2)=[N+](C)C)C.F[P-](F)(F)(F)(F)F.CCN(C(C)C)C(C)C.[C:51]([O:55][C:56]([N:58]1[CH2:62][CH:61]([O:63][CH2:64][C:65]2[CH:70]=[CH:69][C:68]([F:71])=[CH:67][CH:66]=2)[CH:60]2[N:72]([C:75](=[O:82])[CH:76]([NH2:81])[C:77]([CH3:80])([CH3:79])[CH3:78])[CH2:73][CH2:74][CH:59]12)=[O:57])([CH3:54])([CH3:53])[CH3:52].[OH-].[Na+]. (2) Given the product [NH2:41][C:18]([C:26]1[CH:27]=[N:28][C:29]([Cl:32])=[CH:30][CH:31]=1)([C:19]1[N:20]([CH3:24])[CH:21]=[N:22][CH:23]=1)[C:15]1[CH:16]=[C:17]2[C:12](=[CH:13][CH:14]=1)[N:11]([CH3:33])[C:10](=[O:34])[CH:9]=[C:8]2[C:4]1[CH:5]=[CH:6][CH:7]=[C:2]([Cl:1])[CH:3]=1, predict the reactants needed to synthesize it. The reactants are: [Cl:1][C:2]1[CH:3]=[C:4]([C:8]2[C:17]3[C:12](=[CH:13][CH:14]=[C:15]([C:18]([C:26]4[CH:27]=[N:28][C:29]([Cl:32])=[CH:30][CH:31]=4)(O)[C:19]4[N:20]([CH3:24])[CH:21]=[N:22][CH:23]=4)[CH:16]=3)[N:11]([CH3:33])[C:10](=[O:34])[CH:9]=2)[CH:5]=[CH:6][CH:7]=1.CO.C(Cl)(Cl)Cl.[NH4+:41].[OH-]. (3) Given the product [CH:25]1([C:26]([C:13]2[CH:14]=[CH:15][CH:16]=[C:4]([CH:1]([CH3:3])[CH3:2])[C:5]=2[O:6][CH:7]2[CH2:12][CH2:11][CH2:10][CH2:9][O:8]2)=[O:22])[CH2:23][CH2:24]1, predict the reactants needed to synthesize it. The reactants are: [CH:1]([C:4]1[CH:16]=[CH:15][CH:14]=[CH:13][C:5]=1[O:6][CH:7]1[CH2:12][CH2:11][CH2:10][CH2:9][O:8]1)([CH3:3])[CH3:2].[Li+].CCC[CH2-].[O:22]1[CH2:26][CH2:25][CH2:24][CH2:23]1.